This data is from Reaction yield outcomes from USPTO patents with 853,638 reactions. The task is: Predict the reaction yield, written as a fraction of the theoretical maximum amount of product (1.0 means a 100% yield; for example, 0.34 means a 34% yield). The reactants are [N+]([O-])([O-])=O.[Ce+4].[NH4+].[N+]([O-])([O-])=O.[N+]([O-])([O-])=O.[N+]([O-])([O-])=O.[N+]([O-])([O-])=O.[CH2:23]([C:30]1[N:31]([CH2:51][C:52]2[CH:57]=[CH:56][C:55]([C:58]3[CH:63]=[CH:62][CH:61]=[CH:60][CH:59]=3)=[CH:54][CH:53]=2)[N:32]=[C:33]2[C:38]=1[C:37](=[O:39])[N:36]([CH3:40])[C:35](=[O:41])[N:34]2CC1C=CC(OC)=CC=1)[C:24]1[CH:29]=[CH:28][CH:27]=[CH:26][CH:25]=1.O=[N+]([O-])[O-].[O-][N+](=O)[O-].[O-][N+](=O)[O-].[O-][N+](=O)[O-].[O-][N+](=O)[O-].[O-][N+](=O)[O-].[Ce+4].[NH4+].[NH4+]. The catalyst is O.C1COCC1. The product is [CH2:23]([C:30]1[N:31]([CH2:51][C:52]2[CH:53]=[CH:54][C:55]([C:58]3[CH:63]=[CH:62][CH:61]=[CH:60][CH:59]=3)=[CH:56][CH:57]=2)[N:32]=[C:33]2[C:38]=1[C:37](=[O:39])[N:36]([CH3:40])[C:35](=[O:41])[NH:34]2)[C:24]1[CH:25]=[CH:26][CH:27]=[CH:28][CH:29]=1. The yield is 0.369.